This data is from Forward reaction prediction with 1.9M reactions from USPTO patents (1976-2016). The task is: Predict the product of the given reaction. (1) Given the reactants [CH2:1]([C:3]1[CH:4]=[CH:5][C:6]([CH2:9][CH2:10][O:11][C:12]2[CH:20]=[CH:19][C:15]([C:16]([OH:18])=O)=[CH:14][CH:13]=2)=[N:7][CH:8]=1)[CH3:2].[NH2:21][CH:22]1[CH:29]2[CH2:30][C:25]3([OH:32])[CH2:26][CH:27]([CH2:31][CH:23]1[CH2:24]3)[CH2:28]2, predict the reaction product. The product is: [CH2:1]([C:3]1[CH:4]=[CH:5][C:6]([CH2:9][CH2:10][O:11][C:12]2[CH:13]=[CH:14][C:15]([C:16]([NH:21][CH:22]3[CH:23]4[CH2:31][CH:27]5[CH2:26][C:25]([OH:32])([CH2:30][CH:29]3[CH2:28]5)[CH2:24]4)=[O:18])=[CH:19][CH:20]=2)=[N:7][CH:8]=1)[CH3:2]. (2) Given the reactants [CH2:1]([C:4]1[C:5]([NH:11][C:12]2[CH:13]=[C:14]([CH3:18])[CH:15]=[CH:16][CH:17]=2)=[N:6][CH:7]=[N:8][C:9]=1[Cl:10])[CH:2]=C.CC(O)(C)C.O.OS([O-])=O.[Na+], predict the reaction product. The product is: [Cl:10][C:9]1[C:4]2[CH:1]=[CH:2][N:11]([C:12]3[CH:13]=[C:14]([CH3:18])[CH:15]=[CH:16][CH:17]=3)[C:5]=2[N:6]=[CH:7][N:8]=1. (3) Given the reactants [C:1]1([C:37]2[CH:42]=[CH:41][CH:40]=[CH:39][CH:38]=2)[CH:6]=[CH:5][C:4]([C@@:7]23[CH2:27][N:20]([C@H:21]([C:23]([O:25]C)=[O:24])[CH2:22]2)[C:19](=[O:28])[C@@H:18]([NH:29][C:30]([O:32][C:33]([CH3:36])([CH3:35])[CH3:34])=[O:31])[CH2:17][CH2:16][CH2:15][CH2:14][CH2:13][CH2:12][CH:11]=[CH:10][CH2:9][S:8]3)=[CH:3][CH:2]=1.O.[OH-].[Li+], predict the reaction product. The product is: [C:1]1([C:37]2[CH:38]=[CH:39][CH:40]=[CH:41][CH:42]=2)[CH:6]=[CH:5][C:4]([C@@:7]23[CH2:27][N:20]([C@H:21]([C:23]([OH:25])=[O:24])[CH2:22]2)[C:19](=[O:28])[C@@H:18]([NH:29][C:30]([O:32][C:33]([CH3:36])([CH3:34])[CH3:35])=[O:31])[CH2:17][CH2:16][CH2:15][CH2:14][CH2:13][CH2:12][CH:11]=[CH:10][CH2:9][S:8]3)=[CH:3][CH:2]=1. (4) Given the reactants [CH2:1]([N:8]1[CH2:13][CH2:12][C:11]([NH:20][C:21]2[CH:26]=[CH:25][CH:24]=[CH:23][CH:22]=2)([C:14]2[S:15][CH:16]=[C:17]([CH3:19])[N:18]=2)[CH2:10][CH:9]1[CH3:27])[C:2]1[CH:7]=[CH:6][CH:5]=[CH:4][CH:3]=1.[C:28](Cl)(=[O:30])[CH3:29], predict the reaction product. The product is: [CH2:1]([N:8]1[CH2:13][CH2:12][C:11]([N:20]([C:21]2[CH:26]=[CH:25][CH:24]=[CH:23][CH:22]=2)[C:28](=[O:30])[CH3:29])([C:14]2[S:15][CH:16]=[C:17]([CH3:19])[N:18]=2)[CH2:10][CH:9]1[CH3:27])[C:2]1[CH:3]=[CH:4][CH:5]=[CH:6][CH:7]=1. (5) Given the reactants [NH:1]1[CH2:6][CH2:5][O:4][CH2:3][CH2:2]1.Cl.CN(C)CCCN=C=NCC.ON1C2C=CC=CC=2N=N1.[NH2:29][C:30]1[CH:38]=[CH:37][C:33]([C:34](O)=[O:35])=[CH:32][N:31]=1, predict the reaction product. The product is: [NH2:29][C:30]1[N:31]=[CH:32][C:33]([C:34]([N:1]2[CH2:6][CH2:5][O:4][CH2:3][CH2:2]2)=[O:35])=[CH:37][CH:38]=1. (6) The product is: [OH:34][CH2:33][CH2:32][N:1]([CH2:2][C:3]1[CH:8]=[CH:7][C:6]([C:9]2[NH:26][C:12]3[N:13]=[CH:14][N:15]=[C:16]([NH:17][C@@H:18]([C:20]4[CH:25]=[CH:24][CH:23]=[CH:22][CH:21]=4)[CH3:19])[C:11]=3[CH:10]=2)=[CH:5][CH:4]=1)[CH2:29][CH2:28][OH:30]. Given the reactants [NH2:1][CH2:2][C:3]1[CH:8]=[CH:7][C:6]([C:9]2[NH:26][C:12]3[N:13]=[CH:14][N:15]=[C:16]([NH:17][C@@H:18]([C:20]4[CH:25]=[CH:24][CH:23]=[CH:22][CH:21]=4)[CH3:19])[C:11]=3[CH:10]=2)=[CH:5][CH:4]=1.O.[CH2:28]1[O:30][CH2:29]1.C1C[O:34][CH2:33][CH2:32]1, predict the reaction product. (7) Given the reactants [Cl:1][C:2]1[CH:3]=[CH:4][C:5]([O:20][CH2:21][CH:22]([CH3:24])[CH3:23])=[C:6]([CH2:8][N:9]2[C:13]([CH3:14])=[CH:12][C:11]([C:15]([O:17]CC)=[O:16])=[N:10]2)[CH:7]=1.[OH-].[Na+:26], predict the reaction product. The product is: [Cl:1][C:2]1[CH:3]=[CH:4][C:5]([O:20][CH2:21][CH:22]([CH3:24])[CH3:23])=[C:6]([CH2:8][N:9]2[C:13]([CH3:14])=[CH:12][C:11]([C:15]([O-:17])=[O:16])=[N:10]2)[CH:7]=1.[Na+:26]. (8) Given the reactants C(OC(=O)[NH:7][C:8]1[S:9][C:10]([C:14]2[CH:19]=[CH:18][N:17]=[C:16]([C:20]([CH3:26])([CH3:25])[CH2:21][N:22]([CH3:24])[CH3:23])[CH:15]=2)=[C:11]([CH3:13])[N:12]=1)(C)(C)C, predict the reaction product. The product is: [CH3:24][N:22]([CH3:23])[CH2:21][C:20]([C:16]1[CH:15]=[C:14]([C:10]2[S:9][C:8]([NH2:7])=[N:12][C:11]=2[CH3:13])[CH:19]=[CH:18][N:17]=1)([CH3:26])[CH3:25]. (9) Given the reactants [N:1]([CH2:4][CH:5]1[CH2:14][C@@H:13]2[C@:8]([CH3:17])([CH2:9][CH2:10][CH2:11][C:12]2([CH3:16])[CH3:15])[C@@H:7]([C:18]([C:20]2[CH:25]=[C:24]([O:26][CH3:27])[CH:23]=[C:22]([O:28][CH3:29])[CH:21]=2)=[O:19])[C@@H:6]1[CH3:30])=[N+]=[N-].C1(P(C2C=CC=CC=2)C2C=CC=CC=2)C=CC=CC=1.O, predict the reaction product. The product is: [CH3:29][O:28][C:22]1[CH:21]=[C:20]([C:18]([C@@H:7]2[C@:8]3([CH3:17])[C@H:13]([C:12]([CH3:15])([CH3:16])[CH2:11][CH2:10][CH2:9]3)[CH2:14][CH:5]([CH2:4][NH2:1])[C@H:6]2[CH3:30])=[O:19])[CH:25]=[C:24]([O:26][CH3:27])[CH:23]=1. (10) Given the reactants O=C1C2C(=CC=CC=2)C(=O)[N:3]1[C@H:12]([C:14]1[CH:15]=[C:16]([CH:31]=[CH:32][CH:33]=1)[CH2:17][N:18]1[CH2:23][CH2:22][N:21]([C:24]([O:26][C:27]([CH3:30])([CH3:29])[CH3:28])=[O:25])[CH2:20][CH2:19]1)[CH3:13], predict the reaction product. The product is: [NH2:3][C@H:12]([C:14]1[CH:15]=[C:16]([CH:31]=[CH:32][CH:33]=1)[CH2:17][N:18]1[CH2:19][CH2:20][N:21]([C:24]([O:26][C:27]([CH3:28])([CH3:30])[CH3:29])=[O:25])[CH2:22][CH2:23]1)[CH3:13].